From a dataset of Forward reaction prediction with 1.9M reactions from USPTO patents (1976-2016). Predict the product of the given reaction. (1) Given the reactants [CH:1]1([CH2:4][S:5]([CH:8]2[CH2:13][CH2:12][C:11]([CH2:18][NH:19][C:20](=[O:33])[C:21]3[CH:26]=[CH:25][C:24]([C:27]([F:30])([F:29])[F:28])=[N:23][C:22]=3SC)([CH2:14][CH:15]3[CH2:17][CH2:16]3)[CH2:10][CH2:9]2)(=O)=[O:6])[CH2:3][CH2:2]1.O[O:35][S:36]([O-:38])=O.[K+].[C:40](=O)([O-])O.[Na+].[OH2:45], predict the reaction product. The product is: [CH:1]1([CH2:4][S:5]([CH:8]2[CH2:9][CH2:10][C:11]([CH2:18][NH:19][C:20](=[O:33])[C:21]3[CH:26]=[CH:25][C:24]([C:27]([F:30])([F:28])[F:29])=[N:23][C:22]=3[S:36]([CH3:40])(=[O:38])=[O:35])([CH2:14][CH:15]3[CH2:16][CH2:17]3)[CH2:12][CH2:13]2)(=[O:6])=[O:45])[CH2:3][CH2:2]1. (2) Given the reactants [C:1]([C:4]1[CH:13]=[CH:12][C:7](C(OC)=O)=[CH:6][C:5]=1[N+:14]([O-:16])=[O:15])([OH:3])=[O:2].S(=O)(=O)(O)O.[CH3:22][C:23]([CH3:25])=[CH2:24].[OH-:26].[Na+].O1C[CH2:32][O:31][CH2:30]C1, predict the reaction product. The product is: [CH3:30][O:31][C:32]([C:12]1[CH:7]=[CH:6][C:5]([N+:14]([O-:16])=[O:15])=[C:4]([CH:13]=1)[C:1]([O:3][C:23]([CH3:25])([CH3:22])[CH3:24])=[O:2])=[O:26].